This data is from Reaction yield outcomes from USPTO patents with 853,638 reactions. The task is: Predict the reaction yield, written as a fraction of the theoretical maximum amount of product (1.0 means a 100% yield; for example, 0.34 means a 34% yield). No catalyst specified. The product is [F:50][C:49]([F:52])([F:51])[C:47]([OH:53])=[O:48].[Cl:1][C:2]1[CH:7]=[C:6]([C:8]2[C:9](=[O:37])[N:10]([CH3:36])[CH:11]=[C:12]3[C:17]=2[CH:16]=[CH:15][C:14]([S:18]([NH:21][C:31]2[CH:35]=[CH:34][O:33][N:32]=2)(=[O:19])=[O:20])=[CH:13]3)[C:5]([O:38][CH3:39])=[CH:4][C:3]=1[C:40]1[CH:45]=[CH:44][CH:43]=[C:42]([F:46])[CH:41]=1. The reactants are [Cl:1][C:2]1[CH:7]=[C:6]([C:8]2[C:9](=[O:37])[N:10]([CH3:36])[CH:11]=[C:12]3[C:17]=2[CH:16]=[CH:15][C:14]([S:18]([N:21]([C:31]2[CH:35]=[CH:34][O:33][N:32]=2)CC2C=CC(OC)=CC=2)(=[O:20])=[O:19])=[CH:13]3)[C:5]([O:38][CH3:39])=[CH:4][C:3]=1[C:40]1[CH:45]=[CH:44][CH:43]=[C:42]([F:46])[CH:41]=1.[C:47]([OH:53])([C:49]([F:52])([F:51])[F:50])=[O:48]. The yield is 0.830.